Dataset: Forward reaction prediction with 1.9M reactions from USPTO patents (1976-2016). Task: Predict the product of the given reaction. Given the reactants [Br:1][C:2]1[CH:14]=[CH:13][C:5]([O:6][CH2:7][C:8](OCC)=[O:9])=[C:4]([N+:15]([O-])=O)[CH:3]=1.C(O)(=O)C, predict the reaction product. The product is: [Br:1][C:2]1[CH:14]=[CH:13][C:5]2[O:6][CH2:7][C:8](=[O:9])[NH:15][C:4]=2[CH:3]=1.